From a dataset of Peptide-MHC class II binding affinity with 134,281 pairs from IEDB. Regression. Given a peptide amino acid sequence and an MHC pseudo amino acid sequence, predict their binding affinity value. This is MHC class II binding data. (1) The peptide sequence is DPFLLNCETDVRDWV. The MHC is DRB1_0101 with pseudo-sequence DRB1_0101. The binding affinity (normalized) is 0.512. (2) The peptide sequence is DVPYLTKRQDKLCGS. The MHC is HLA-DQA10501-DQB10303 with pseudo-sequence HLA-DQA10501-DQB10303. The binding affinity (normalized) is 0. (3) The MHC is HLA-DQA10501-DQB10301 with pseudo-sequence HLA-DQA10501-DQB10301. The peptide sequence is QPNLKALREKVLGLP. The binding affinity (normalized) is 0. (4) The peptide sequence is LNDSGETVKCRAPGG. The MHC is HLA-DQA10102-DQB10501 with pseudo-sequence HLA-DQA10102-DQB10501. The binding affinity (normalized) is 0. (5) The peptide sequence is AQLHVGAKQENWNTS. The MHC is DRB1_1101 with pseudo-sequence DRB1_1101. The binding affinity (normalized) is 0.180. (6) The MHC is HLA-DPA10301-DPB10402 with pseudo-sequence HLA-DPA10301-DPB10402. The peptide sequence is ASAAILGHDGTVWAQ. The binding affinity (normalized) is 0.0942. (7) The peptide sequence is DKVYEILKINSVKYY. The MHC is DRB1_1201 with pseudo-sequence DRB1_1201. The binding affinity (normalized) is 0.895. (8) The peptide sequence is ESKHGLTNTASHTRLSCD. The MHC is DRB1_1301 with pseudo-sequence DRB1_1301. The binding affinity (normalized) is 0.353. (9) The peptide sequence is KKWRDVPYLTKRQDK. The MHC is DRB1_0404 with pseudo-sequence DRB1_0404. The binding affinity (normalized) is 0.